This data is from Full USPTO retrosynthesis dataset with 1.9M reactions from patents (1976-2016). The task is: Predict the reactants needed to synthesize the given product. Given the product [C:10]([O:9][C:7]([NH:6][C@@H:5]([C:14]1[CH:19]=[CH:18][C:17]([C:22]([OH:25])=[O:24])=[CH:16][CH:15]=1)[CH2:4][C:3]([O:2][CH3:1])=[O:21])=[O:8])([CH3:13])([CH3:12])[CH3:11], predict the reactants needed to synthesize it. The reactants are: [CH3:1][O:2][C:3](=[O:21])[CH2:4][C@H:5]([C:14]1[CH:19]=[CH:18][C:17](Br)=[CH:16][CH:15]=1)[NH:6][C:7]([O:9][C:10]([CH3:13])([CH3:12])[CH3:11])=[O:8].[C:22]([O-:25])(=[O:24])C.[K+].C1C=CC(P(C2C=CC=CC=2)CCCP(C2C=CC=CC=2)C2C=CC=CC=2)=CC=1.[C]=O.